This data is from Full USPTO retrosynthesis dataset with 1.9M reactions from patents (1976-2016). The task is: Predict the reactants needed to synthesize the given product. (1) Given the product [F:1][C:2]1[CH:7]=[CH:6][C:5]([C:8](=[N:17][OH:18])[C:9]([C:11]2[CH:16]=[CH:15][N:14]=[CH:13][CH:12]=2)=[O:10])=[CH:4][CH:3]=1, predict the reactants needed to synthesize it. The reactants are: [F:1][C:2]1[CH:7]=[CH:6][C:5]([CH2:8][C:9]([C:11]2[CH:16]=[CH:15][N:14]=[CH:13][CH:12]=2)=[O:10])=[CH:4][CH:3]=1.[N:17]([O-])=[O:18].[Na+]. (2) Given the product [Cl:1][C:2]1[CH:3]=[CH:4][C:5]([C:8]2[C:17]([N:18]([CH:20]([CH3:22])[CH3:21])[CH3:19])=[N:16][C:15]3[C:10](=[CH:11][CH:12]=[C:13]([C:23]([OH:25])=[O:24])[CH:14]=3)[N:9]=2)=[CH:6][CH:7]=1, predict the reactants needed to synthesize it. The reactants are: [Cl:1][C:2]1[CH:7]=[CH:6][C:5]([C:8]2[C:17]([N:18]([CH:20]([CH3:22])[CH3:21])[CH3:19])=[N:16][C:15]3[C:10](=[CH:11][CH:12]=[C:13]([C:23]([O:25]C)=[O:24])[CH:14]=3)[N:9]=2)=[CH:4][CH:3]=1.[OH-].[Na+]. (3) Given the product [Cl:1][C:2]1[CH:3]=[C:4]2[C:9](=[CH:10][C:11]=1[O:12][C:13]1[CH:18]=[CH:17][C:16]([C:19](=[O:30])[NH:20][CH2:21][CH2:22][C:23]3[CH:24]=[CH:25][C:26]([Cl:29])=[CH:27][CH:28]=3)=[CH:15][C:14]=1[CH3:31])[O:8][CH2:7][CH2:6][CH:5]2[C:32]([OH:34])=[O:33], predict the reactants needed to synthesize it. The reactants are: [Cl:1][C:2]1[CH:3]=[C:4]2[C:9](=[CH:10][C:11]=1[O:12][C:13]1[CH:18]=[CH:17][C:16]([C:19](=[O:30])[NH:20][CH2:21][CH2:22][C:23]3[CH:28]=[CH:27][C:26]([Cl:29])=[CH:25][CH:24]=3)=[CH:15][C:14]=1[CH3:31])[O:8][CH2:7][CH2:6][CH:5]2[C:32]([O:34]CC)=[O:33].[OH-].[Na+]. (4) Given the product [CH3:1][O:2][C@H:3]1[C@@H:7]2[O:8][C:9]([CH3:11])([CH3:12])[O:10][C@@H:6]2[C@@H:5]([C:13]2[O:20][C:17]([CH2:18][CH3:19])=[CH:16][N:15]=2)[O:4]1, predict the reactants needed to synthesize it. The reactants are: [CH3:1][O:2][C@H:3]1[C@@H:7]2[O:8][C:9]([CH3:12])([CH3:11])[O:10][C@H:6]2[C@@H:5]([C:13]([NH:15][CH2:16][C:17](=[O:20])[CH2:18][CH3:19])=O)[O:4]1.P(Cl)(Cl)(Cl)=O. (5) Given the product [C:15]([C:6]1[CH:7]=[CH:8][C:9]2[C:14](=[CH:13][CH:12]=[CH:11][CH:10]=2)[C:5]=1[CH2:3][OH:2])#[CH:16], predict the reactants needed to synthesize it. The reactants are: C[O:2][C:3]([C:5]1[C:14]2[C:9](=[CH:10][CH:11]=[CH:12][CH:13]=2)[CH:8]=[CH:7][C:6]=1[C:15]#[CH:16])=O.C1COCC1.[H-].[Al+3].[Li+].[H-].[H-].[H-]. (6) The reactants are: [CH2:1]([C@H:8]1[CH2:12][O:11][C:10](=[O:13])[N:9]1[C:14](=[O:26])[CH2:15][CH2:16][CH2:17][O:18][CH2:19][C:20]1[CH:25]=[CH:24][CH:23]=[CH:22][CH:21]=1)[C:2]1[CH:7]=[CH:6][CH:5]=[CH:4][CH:3]=1.C[Si](C)(C)[N-][Si](C)(C)C.[Na+].Br[CH2:38][C:39]([O:41][C:42]([CH3:45])([CH3:44])[CH3:43])=[O:40].CN(C)CCNC. Given the product [CH2:1]([C@H:8]1[CH2:12][O:11][C:10](=[O:13])[N:9]1[C:14]([C@H:15]([CH2:16][CH2:17][O:18][CH2:19][C:20]1[CH:25]=[CH:24][CH:23]=[CH:22][CH:21]=1)[CH2:38][C:39]([O:41][C:42]([CH3:45])([CH3:44])[CH3:43])=[O:40])=[O:26])[C:2]1[CH:3]=[CH:4][CH:5]=[CH:6][CH:7]=1, predict the reactants needed to synthesize it.